Task: Predict the reaction yield, written as a fraction of the theoretical maximum amount of product (1.0 means a 100% yield; for example, 0.34 means a 34% yield).. Dataset: Reaction yield outcomes from USPTO patents with 853,638 reactions (1) The reactants are [C:1]([N:9]1[C:14]2[CH:15]=[C:16]([N+:19]([O-])=O)[CH:17]=[CH:18][C:13]=2[O:12][CH:11]([CH2:22][C:23]([O:25][CH3:26])=[O:24])[CH2:10]1)(=[O:8])[C:2]1[CH:7]=[CH:6][CH:5]=[CH:4][CH:3]=1. The catalyst is C(O)(=O)C.CO.[Zn]. The product is [C:1]([N:9]1[C:14]2[CH:15]=[C:16]([NH2:19])[CH:17]=[CH:18][C:13]=2[O:12][CH:11]([CH2:22][C:23]([O:25][CH3:26])=[O:24])[CH2:10]1)(=[O:8])[C:2]1[CH:7]=[CH:6][CH:5]=[CH:4][CH:3]=1. The yield is 0.900. (2) The reactants are [C:1](Cl)(=[O:3])[CH3:2].[NH2:5][CH2:6][C:7]1[N:11]([CH:12]2[CH2:17][CH2:16][N:15]([CH:18]3[CH2:24][CH2:23][CH2:22][N:21]([C:25]([O:27][CH2:28][CH3:29])=[O:26])[CH2:20][CH2:19]3)[CH2:14][CH2:13]2)[N:10]=[CH:9][CH:8]=1. The catalyst is C(Cl)Cl. The product is [C:1]([NH:5][CH2:6][C:7]1[N:11]([CH:12]2[CH2:13][CH2:14][N:15]([CH:18]3[CH2:24][CH2:23][CH2:22][N:21]([C:25]([O:27][CH2:28][CH3:29])=[O:26])[CH2:20][CH2:19]3)[CH2:16][CH2:17]2)[N:10]=[CH:9][CH:8]=1)(=[O:3])[CH3:2]. The yield is 0.535. (3) The reactants are Cl.[NH2:2][CH2:3][CH2:4][N:5]([CH2:10][CH:11]1[CH2:16][CH2:15][N:14]([C:17]2[CH:22]=[CH:21][C:20](=[O:23])[N:19]([CH3:24])[N:18]=2)[CH2:13][CH2:12]1)[C:6](=[O:9])[CH2:7]Cl.C(N(CC)CC)C. The catalyst is CN(C)C=O. The product is [CH3:24][N:19]1[C:20](=[O:23])[CH:21]=[CH:22][C:17]([N:14]2[CH2:15][CH2:16][CH:11]([CH2:10][N:5]3[CH2:4][CH2:3][NH:2][CH2:7][C:6]3=[O:9])[CH2:12][CH2:13]2)=[N:18]1. The yield is 0.550. (4) The reactants are [S:1](=[O:5])(=O)([OH:3])[OH:2].[C:6]1([N:12]2[CH2:16][CH2:15][CH2:14][CH2:13]2)[CH:11]=[CH:10][CH:9]=[CH:8][CH:7]=1. The catalyst is C(OCC)C. The product is [N:12]1([C:6]2[CH:11]=[CH:10][C:9]([S:1]([OH:3])(=[O:5])=[O:2])=[CH:8][CH:7]=2)[CH2:16][CH2:15][CH2:14][CH2:13]1. The yield is 0.430. (5) The reactants are [NH:1]1[CH2:6][CH2:5][CH2:4][C@H:3]([NH:7][C:8](=[O:14])[O:9][C:10]([CH3:13])([CH3:12])[CH3:11])[CH2:2]1.[CH3:15][O:16][C:17]1[C:18](=O)[C:19](=[O:23])[C:20]=1[O:21]C. The catalyst is CC#N. The product is [CH3:15][O:16][C:17]1[C:20](=[O:21])[C:19](=[O:23])[C:18]=1[N:1]1[CH2:6][CH2:5][CH2:4][C@H:3]([NH:7][C:8](=[O:14])[O:9][C:10]([CH3:11])([CH3:13])[CH3:12])[CH2:2]1. The yield is 0.780. (6) The reactants are [Br:1][C:2]1[CH:3]=[C:4]([CH:8]([CH2:13][CH2:14][N+:15]([O-])=O)[C:9]([O:11][CH3:12])=[O:10])[CH:5]=[CH:6][CH:7]=1.[BH4-].[Na+]. The catalyst is CO. The product is [NH2:15][CH2:14][CH2:13][CH:8]([C:4]1[CH:5]=[CH:6][CH:7]=[C:2]([Br:1])[CH:3]=1)[C:9]([O:11][CH3:12])=[O:10]. The yield is 0.820. (7) The reactants are Cl[CH2:2][CH:3]([OH:11])[CH2:4][N:5]1[CH2:10][CH2:9][O:8][CH2:7][CH2:6]1.[NH3:12]. The catalyst is CO. The product is [NH2:12][CH2:2][CH:3]([OH:11])[CH2:4][N:5]1[CH2:10][CH2:9][O:8][CH2:7][CH2:6]1. The yield is 0.910.